Dataset: Forward reaction prediction with 1.9M reactions from USPTO patents (1976-2016). Task: Predict the product of the given reaction. (1) Given the reactants Br[C:2]1[CH:7]=[CH:6][C:5]([C:8]2[N:12]([CH2:13][C@@H:14]3[CH2:18][CH2:17][N:16]([C:19]([CH:21]4[CH2:23][CH2:22]4)=[O:20])[CH2:15]3)[C:11]3[CH:24]=[CH:25][C:26]([C:28]([F:31])([F:30])[F:29])=[CH:27][C:10]=3[N:9]=2)=[CH:4][CH:3]=1.CC1(C)C(C)(C)OB([C:40]2[CH:41]=[C:42]3[CH:48]=[CH:47][NH:46][C:43]3=[N:44][CH:45]=2)O1.C(=O)([O-])[O-].[K+].[K+], predict the reaction product. The product is: [CH:21]1([C:19]([N:16]2[CH2:17][CH2:18][C@@H:14]([CH2:13][N:12]3[C:11]4[CH:24]=[CH:25][C:26]([C:28]([F:31])([F:30])[F:29])=[CH:27][C:10]=4[N:9]=[C:8]3[C:5]3[CH:6]=[CH:7][C:2]([C:40]4[CH:41]=[C:42]5[CH:48]=[CH:47][NH:46][C:43]5=[N:44][CH:45]=4)=[CH:3][CH:4]=3)[CH2:15]2)=[O:20])[CH2:23][CH2:22]1. (2) Given the reactants [CH3:1][O:2][C:3]1[CH:8]=[CH:7][C:6]([O:9][CH3:10])=[CH:5][C:4]=1[CH2:11][C:12](OCC)=O.[CH3:17][S:18][C:19]1[CH:20]=[C:21]([NH:25][C:26](=[S:29])[NH:27][NH2:28])[CH:22]=[CH:23][CH:24]=1.C[O-].[Na+], predict the reaction product. The product is: [CH3:1][O:2][C:3]1[CH:8]=[CH:7][C:6]([O:9][CH3:10])=[CH:5][C:4]=1[CH2:11][C:12]1[N:25]([C:21]2[CH:22]=[CH:23][CH:24]=[C:19]([S:18][CH3:17])[CH:20]=2)[C:26](=[S:29])[NH:27][N:28]=1. (3) Given the reactants [NH2:1][C:2]1[CH:19]=[CH:18][C:17]([Br:20])=[CH:16][C:3]=1[O:4][CH2:5][C:6]([C:8]1[C:13]([F:14])=[CH:12][CH:11]=[CH:10][C:9]=1[F:15])=O.[BH-](OC(C)=O)(OC(C)=O)OC(C)=O.[Na+].C(O)(C(F)(F)F)=O.C(OCC)(=O)C.CCCCCC, predict the reaction product. The product is: [Br:20][C:17]1[CH:18]=[CH:19][C:2]2[NH:1][CH:6]([C:8]3[C:13]([F:14])=[CH:12][CH:11]=[CH:10][C:9]=3[F:15])[CH2:5][O:4][C:3]=2[CH:16]=1.